Task: Predict the reactants needed to synthesize the given product.. Dataset: Full USPTO retrosynthesis dataset with 1.9M reactions from patents (1976-2016) Given the product [CH2:1]([O:8][C:9]([C:18]1[CH:23]=[CH:22][C:21]([N:24]2[CH2:29][CH2:28][N:27]([C:35](=[O:36])[CH2:34][Br:33])[CH2:26][CH2:25]2)=[C:20](/[CH:30]=[CH:31]\[CH3:32])[CH:19]=1)([C:10]([F:12])([F:13])[F:11])[C:14]([F:15])([F:16])[F:17])[C:2]1[CH:3]=[CH:4][CH:5]=[CH:6][CH:7]=1, predict the reactants needed to synthesize it. The reactants are: [CH2:1]([O:8][C:9]([C:18]1[CH:23]=[CH:22][C:21]([N:24]2[CH2:29][CH2:28][NH:27][CH2:26][CH2:25]2)=[C:20](/[CH:30]=[CH:31]\[CH3:32])[CH:19]=1)([C:14]([F:17])([F:16])[F:15])[C:10]([F:13])([F:12])[F:11])[C:2]1[CH:7]=[CH:6][CH:5]=[CH:4][CH:3]=1.[Br:33][CH2:34][C:35](Br)=[O:36].